This data is from Forward reaction prediction with 1.9M reactions from USPTO patents (1976-2016). The task is: Predict the product of the given reaction. (1) Given the reactants [Br:1][C:2]1[C:10]([OH:11])=[C:9]([F:12])[CH:8]=[C:7]2[C:3]=1[CH2:4][CH:5]([CH2:14][CH2:15][CH2:16][CH3:17])[C:6]2=[O:13].CI.[C:20](=O)(O)[O-].[Na+], predict the reaction product. The product is: [Br:1][C:2]1[C:10]([O:11][CH3:20])=[C:9]([F:12])[CH:8]=[C:7]2[C:3]=1[CH2:4][CH:5]([CH2:14][CH2:15][CH2:16][CH3:17])[C:6]2=[O:13]. (2) Given the reactants FC(F)(F)C(O)=O.ClCCl.[CH2:11]([NH:15][C:16](=[O:49])[C@H:17]([CH3:48])[CH2:18][C@H:19]([OH:47])[C@@H:20]([NH:39]C(OC(C)(C)C)=O)[CH2:21][C@@H:22]([CH:36]([CH3:38])[CH3:37])[CH2:23][C:24]1[CH:29]=[CH:28][C:27]([O:30][CH3:31])=[C:26]([O:32][CH2:33][C:34]#[N:35])[CH:25]=1)[CH2:12][CH2:13][CH3:14], predict the reaction product. The product is: [CH2:11]([NH:15][C:16](=[O:49])[C@H:17]([CH3:48])[CH2:18][C@H:19]([OH:47])[C@@H:20]([NH2:39])[CH2:21][C@@H:22]([CH:36]([CH3:37])[CH3:38])[CH2:23][C:24]1[CH:29]=[CH:28][C:27]([O:30][CH3:31])=[C:26]([O:32][CH2:33][C:34]#[N:35])[CH:25]=1)[CH2:12][CH2:13][CH3:14]. (3) Given the reactants [Br:1][C:2]1[N:7]=[C:6]([C:8]2([C:11]([OH:13])=O)[CH2:10][CH2:9]2)[CH:5]=[CH:4][CH:3]=1.[CH3:14][NH:15][CH3:16], predict the reaction product. The product is: [CH3:14][N:15]([CH3:16])[C:11]([C:8]1([C:6]2[CH:5]=[CH:4][CH:3]=[C:2]([Br:1])[N:7]=2)[CH2:10][CH2:9]1)=[O:13]. (4) Given the reactants [CH2:1]([O:3][C:4]1[CH:11]=[CH:10][C:7]([CH:8]=O)=[CH:6][CH:5]=1)[CH3:2].[C:12]12([NH2:22])[CH2:21][CH:16]3[CH2:17][CH:18]([CH2:20][CH:14]([CH2:15]3)[CH2:13]1)[CH2:19]2, predict the reaction product. The product is: [C:12]12([NH:22][CH2:8][C:7]3[CH:10]=[CH:11][C:4]([O:3][CH2:1][CH3:2])=[CH:5][CH:6]=3)[CH2:19][CH:18]3[CH2:17][CH:16]([CH2:15][CH:14]([CH2:20]3)[CH2:13]1)[CH2:21]2. (5) Given the reactants [Cl:1][C:2]1[S:6][C:5]([NH:7][C:8](=[O:27])[NH:9][C:10]2[CH:15]=[CH:14][C:13]([CH2:16][C:17]([OH:19])=O)=[CH:12][C:11]=2[C:20]([CH:22]2[CH2:26][CH2:25][CH2:24][CH2:23]2)=[O:21])=[N:4][CH:3]=1.[CH3:28][S:29]([CH2:32][CH2:33][NH2:34])(=[O:31])=[O:30], predict the reaction product. The product is: [Cl:1][C:2]1[S:6][C:5]([NH:7][C:8](=[O:27])[NH:9][C:10]2[CH:15]=[CH:14][C:13]([CH2:16][C:17]([NH:34][CH2:33][CH2:32][S:29]([CH3:28])(=[O:31])=[O:30])=[O:19])=[CH:12][C:11]=2[C:20]([CH:22]2[CH2:23][CH2:24][CH2:25][CH2:26]2)=[O:21])=[N:4][CH:3]=1. (6) Given the reactants COC1C=CC(/C=[C:16]2/[C:17]([NH:19][C:20]([S:22]/2)=[NH:21])=[O:18])=CC=1OC1CCCC1.[C:23](O[C:23]([O:25][C:26]([CH3:29])([CH3:28])[CH3:27])=[O:24])([O:25][C:26]([CH3:29])([CH3:28])[CH3:27])=[O:24], predict the reaction product. The product is: [C:26]([O:25][C:23](=[O:24])[NH:21][C:20]1[S:22][CH2:16][C:17](=[O:18])[N:19]=1)([CH3:29])([CH3:28])[CH3:27].